Dataset: NCI-60 drug combinations with 297,098 pairs across 59 cell lines. Task: Regression. Given two drug SMILES strings and cell line genomic features, predict the synergy score measuring deviation from expected non-interaction effect. Drug 1: CC12CCC3C(C1CCC2=O)CC(=C)C4=CC(=O)C=CC34C. Drug 2: COCCOC1=C(C=C2C(=C1)C(=NC=N2)NC3=CC=CC(=C3)C#C)OCCOC.Cl. Cell line: SNB-75. Synergy scores: CSS=33.0, Synergy_ZIP=-6.55, Synergy_Bliss=-0.620, Synergy_Loewe=1.72, Synergy_HSA=2.06.